The task is: Predict the reactants needed to synthesize the given product.. This data is from Full USPTO retrosynthesis dataset with 1.9M reactions from patents (1976-2016). (1) The reactants are: [Br:1][C:2]1[CH:3]=[C:4]2[N:10]=[C:9]([C:11]3[CH:16]=[CH:15][C:14]([OH:17])=[CH:13][CH:12]=3)[NH:8][C:5]2=[N:6][CH:7]=1.Br[CH2:19][CH2:20][N:21](C)[C:22](=O)OC(C)(C)C.FC(F)(F)C(O)=O. Given the product [Br:1][C:2]1[CH:3]=[C:4]2[N:10]=[C:9]([C:11]3[CH:12]=[CH:13][C:14]([O:17][CH2:19][CH2:20][NH:21][CH3:22])=[CH:15][CH:16]=3)[NH:8][C:5]2=[N:6][CH:7]=1, predict the reactants needed to synthesize it. (2) Given the product [CH2:1]([N:4]1[C:8]2[CH:9]=[CH:10][C:11]3[C@@H:12]([O:30][CH2:31][CH2:32][O:33][CH3:34])[C@H:13]([OH:23])[C@@H:14]([C:17]4[CH:22]=[CH:21][CH:20]=[CH:19][CH:18]=4)[O:15][C:16]=3[C:7]=2[N:6]=[C:5]1[CH3:35])[CH:2]=[CH2:3], predict the reactants needed to synthesize it. The reactants are: [CH2:1]([N:4]1[C:8]2[CH:9]=[CH:10][C:11]3[C@@H:12]([O:30][CH2:31][CH2:32][O:33][CH3:34])[C@H:13]([O:23]C(=O)C(C)(C)C)[C@@H:14]([C:17]4[CH:22]=[CH:21][CH:20]=[CH:19][CH:18]=4)[O:15][C:16]=3[C:7]=2[N:6]=[C:5]1[CH3:35])[CH:2]=[CH2:3].C(=O)([O-])[O-].[K+].[K+]. (3) Given the product [Si:1]([O:18][CH:19]1[CH:24]([C:25]([O:27][CH2:28][CH3:29])=[O:26])[CH2:23][CH2:22][N:21]([C:30]2[C:38]3[C:33](=[CH:34][CH:35]=[CH:36][C:37]=3[F:39])[N:32]([C:52](=[O:53])[C:51]3[C:55]([CH:59]4[CH2:60][CH2:61]4)=[CH:56][CH:57]=[CH:58][C:50]=3[Cl:49])[N:31]=2)[CH2:20]1)([C:14]([CH3:16])([CH3:15])[CH3:17])([C:8]1[CH:9]=[CH:10][CH:11]=[CH:12][CH:13]=1)[C:2]1[CH:3]=[CH:4][CH:5]=[CH:6][CH:7]=1, predict the reactants needed to synthesize it. The reactants are: [Si:1]([O:18][CH:19]1[CH:24]([C:25]([O:27][CH2:28][CH3:29])=[O:26])[CH2:23][CH2:22][N:21]([C:30]2[C:38]3[C:33](=[CH:34][CH:35]=[CH:36][C:37]=3[F:39])[NH:32][N:31]=2)[CH2:20]1)([C:14]([CH3:17])([CH3:16])[CH3:15])([C:8]1[CH:13]=[CH:12][CH:11]=[CH:10][CH:9]=1)[C:2]1[CH:7]=[CH:6][CH:5]=[CH:4][CH:3]=1.CCN(C(C)C)C(C)C.[Cl:49][C:50]1[CH:58]=[CH:57][CH:56]=[C:55]([CH:59]2[CH2:61][CH2:60]2)[C:51]=1[C:52](Cl)=[O:53]. (4) Given the product [ClH:33].[CH3:1][N:2]1[C:6]2[CH:7]=[CH:8][C:9]([S:11]([N:14]3[C:22]4[C:17](=[CH:18][CH:19]=[CH:20][CH:21]=4)[CH2:16][CH2:15]3)(=[O:12])=[O:13])=[CH:10][C:5]=2[N:4]=[C:3]1[CH2:23][NH:24][C:25]1[CH:26]=[CH:27][C:28]([C:31](=[NH:41])[NH2:32])=[CH:29][CH:30]=1, predict the reactants needed to synthesize it. The reactants are: [CH3:1][N:2]1[C:6]2[CH:7]=[CH:8][C:9]([S:11]([N:14]3[C:22]4[C:17](=[CH:18][CH:19]=[CH:20][CH:21]=4)[CH2:16][CH2:15]3)(=[O:13])=[O:12])=[CH:10][C:5]=2[N:4]=[C:3]1[CH2:23][NH:24][C:25]1[CH:30]=[CH:29][C:28]([C:31]#[N:32])=[CH:27][CH:26]=1.[ClH:33].C(O)C.C(=O)([O-])[O-].[NH4+:41].[NH4+]. (5) Given the product [CH3:12][C:5]1[C:4]2[C:8](=[C:9]([CH3:11])[CH:10]=[C:2]([C:13]([OH:15])=[O:14])[CH:3]=2)[NH:7][N:6]=1, predict the reactants needed to synthesize it. The reactants are: Br[C:2]1[CH:3]=[C:4]2[C:8](=[C:9]([CH3:11])[CH:10]=1)[NH:7][N:6]=[C:5]2[CH3:12].[C:13]([O-])([O-:15])=[O:14].[Na+].[Na+].